This data is from Full USPTO retrosynthesis dataset with 1.9M reactions from patents (1976-2016). The task is: Predict the reactants needed to synthesize the given product. (1) Given the product [NH2:6][C@@H:4]1[C@H:3]2[O:7][CH2:8][C@H:9]([NH:10][C:21](=[O:22])[CH2:20][CH2:24][CH2:25][CH:26]3[CH2:31][CH2:30][CH2:29][CH2:28][CH2:27]3)[C@H:2]2[O:1][CH2:5]1, predict the reactants needed to synthesize it. The reactants are: [O:1]1[CH2:5][C@H:4]([NH2:6])[C@H:3]2[O:7][CH2:8][C@H:9]([NH2:10])[C@@H:2]12.N1([CH:20]([CH2:24][CH2:25][CH:26]2[CH2:31][CH2:30][CH2:29][CH2:28][CH2:27]2)[C:21]([O-])=[O:22])C2C=CC=CC=2N=N1.Cl.C(OCC)(=O)C. (2) Given the product [O:3]1[C:8]2=[CH:9][CH:10]=[CH:11][C:7]2=[CH:6][C:5]([CH:12]2[CH2:17][CH2:16][CH2:15][CH2:14][N:13]2[CH2:18][CH2:19][C@H:20]2[CH2:21][CH2:22][C@H:23]([NH:26][C:36](=[O:37])[C:35]3[CH:34]=[CH:33][C:32]([N:27]4[CH:31]=[CH:30][CH:29]=[N:28]4)=[CH:40][CH:39]=3)[CH2:24][CH2:25]2)=[CH:4]1, predict the reactants needed to synthesize it. The reactants are: Cl.Cl.[O:3]1[C:8]2=[CH:9][CH:10]=[CH:11][C:7]2=[CH:6][C:5]([CH:12]2[CH2:17][CH2:16][CH2:15][CH2:14][N:13]2[CH2:18][CH2:19][C@H:20]2[CH2:25][CH2:24][C@H:23]([NH2:26])[CH2:22][CH2:21]2)=[CH:4]1.[N:27]1([C:32]2[CH:40]=[CH:39][C:35]([C:36](O)=[O:37])=[CH:34][CH:33]=2)[CH:31]=[CH:30][CH:29]=[N:28]1.